This data is from Reaction yield outcomes from USPTO patents with 853,638 reactions. The task is: Predict the reaction yield, written as a fraction of the theoretical maximum amount of product (1.0 means a 100% yield; for example, 0.34 means a 34% yield). (1) The reactants are C(OP([CH:9]([C:12]1[CH:17]=[CH:16][C:15]([Br:18])=[CH:14][CH:13]=1)[O:10][CH3:11])(=O)OCC)C.[H-].[Na+].[N:21]1[CH:26]=[CH:25][CH:24]=[N:23][C:22]=1[N:27]1[CH:32]2[CH2:33][CH2:34][CH:28]1[CH2:29][C:30](=O)[CH2:31]2. The catalyst is COCCOC. The product is [Br:18][C:15]1[CH:14]=[CH:13][C:12]([C:9]([O:10][CH3:11])=[C:30]2[CH2:31][CH:32]3[N:27]([C:22]4[N:21]=[CH:26][CH:25]=[CH:24][N:23]=4)[CH:28]([CH2:34][CH2:33]3)[CH2:29]2)=[CH:17][CH:16]=1. The yield is 0.300. (2) The reactants are [C:1]1([C:9]2[CH:14]=[CH:13][CH:12]=[CH:11][CH:10]=2)[CH:6]=[CH:5][C:4]([CH:7]=[O:8])=[CH:3][CH:2]=1.[Cl:15][C:16]1[CH:21]=[CH:20][C:19]([Mg]Br)=[CH:18][CH:17]=1. The catalyst is CCOCC. The product is [C:1]1([C:9]2[CH:10]=[CH:11][CH:12]=[CH:13][CH:14]=2)[CH:2]=[CH:3][C:4]([CH:7]([C:19]2[CH:20]=[CH:21][C:16]([Cl:15])=[CH:17][CH:18]=2)[OH:8])=[CH:5][CH:6]=1. The yield is 0.900. (3) The reactants are [Cl:1][C:2]1[CH:7]=[CH:6][CH:5]=[C:4]([N:8]=[C:9]=[S:10])[CH:3]=1.[NH3:11]. The catalyst is O1CCOCC1. The product is [Cl:1][C:2]1[CH:3]=[C:4]([NH:8][C:9]([NH2:11])=[S:10])[CH:5]=[CH:6][CH:7]=1. The yield is 0.890. (4) The reactants are [CH2:1]([O:8][C:9]1[CH:18]=[C:17]2[C:12]([C:13](O)=[N:14][CH:15]=[N:16]2)=[CH:11][C:10]=1[O:20][CH3:21])[C:2]1[CH:7]=[CH:6][CH:5]=[CH:4][CH:3]=1.P(Cl)(Cl)([Cl:24])=O. The catalyst is C1(C)C=CC=CC=1. The product is [CH2:1]([O:8][C:9]1[CH:18]=[C:17]2[C:12]([C:13]([Cl:24])=[N:14][CH:15]=[N:16]2)=[CH:11][C:10]=1[O:20][CH3:21])[C:2]1[CH:7]=[CH:6][CH:5]=[CH:4][CH:3]=1. The yield is 0.720. (5) The reactants are [F:1][C:2]([F:18])([F:17])[S:3][C:4]1[C:5]([NH:10]C(=O)C(C)(C)C)=[N:6][CH:7]=[CH:8][CH:9]=1.[OH-].[Na+].C1C(=O)N([Br:28])C(=O)C1. The catalyst is O.C(#N)C.S([O-])([O-])=O.[Na+].[Na+]. The product is [Br:28][C:8]1[CH:9]=[C:4]([S:3][C:2]([F:18])([F:17])[F:1])[C:5]([NH2:10])=[N:6][CH:7]=1. The yield is 0.550. (6) The reactants are [Br:1][C:2]1[CH:3]=[C:4]2[C:10](I)=[CH:9][N:8]([S:12]([C:15]3[CH:21]=[CH:20][C:18]([CH3:19])=[CH:17][CH:16]=3)(=[O:14])=[O:13])[C:5]2=[N:6][CH:7]=1.[F:22][C:23]1[CH:43]=[CH:42][CH:41]=[CH:40][C:24]=1[CH2:25][N:26]1[CH:30]=[C:29](B2OC(C)(C)C(C)(C)O2)[CH:28]=[N:27]1.C1(C)C=CC=CC=1.C(O)C.O.C(=O)([O-])[O-].[K+].[K+]. The catalyst is CCCCCC.C(OCC)(=O)C.C1C=CC([P]([Pd]([P](C2C=CC=CC=2)(C2C=CC=CC=2)C2C=CC=CC=2)([P](C2C=CC=CC=2)(C2C=CC=CC=2)C2C=CC=CC=2)[P](C2C=CC=CC=2)(C2C=CC=CC=2)C2C=CC=CC=2)(C2C=CC=CC=2)C2C=CC=CC=2)=CC=1. The product is [Br:1][C:2]1[CH:3]=[C:4]2[C:10]([C:29]3[CH:28]=[N:27][N:26]([CH2:25][C:24]4[CH:40]=[CH:41][CH:42]=[CH:43][C:23]=4[F:22])[CH:30]=3)=[CH:9][N:8]([S:12]([C:15]3[CH:21]=[CH:20][C:18]([CH3:19])=[CH:17][CH:16]=3)(=[O:14])=[O:13])[C:5]2=[N:6][CH:7]=1. The yield is 0.436. (7) The reactants are O=S(Cl)Cl.[CH3:5][C@:6]12[CH2:18][CH2:17][CH2:16][N:7]1[CH:8](C(Cl)(Cl)Cl)[O:9][C:10]2=[O:11].[CH3:19][C:20]([O:23][C:24](O[C:24]([O:23][C:20]([CH3:22])([CH3:21])[CH3:19])=[O:25])=[O:25])([CH3:22])[CH3:21].C(N(CC)CC)C. The catalyst is CO. The product is [CH3:8][O:9][C:10](=[O:11])[C@@:6]1([CH3:5])[CH2:18][CH2:17][CH2:16][N:7]1[C:24]([O:23][C:20]([CH3:22])([CH3:21])[CH3:19])=[O:25]. The yield is 0.720.